Dataset: Forward reaction prediction with 1.9M reactions from USPTO patents (1976-2016). Task: Predict the product of the given reaction. Given the reactants C(OC(=O)[NH:7][CH2:8][CH2:9][CH2:10][N:11]([CH2:16][C:17]1[CH:22]=[CH:21][CH:20]=[C:19]([C:23]2[CH:28]=[CH:27][N:26]=[C:25](Cl)[N:24]=2)[CH:18]=1)[S:12]([CH3:15])(=[O:14])=[O:13])(C)(C)C.[F:31][C:32]1[CH:37]=[CH:36][C:35]([CH2:38][CH2:39][NH2:40])=[CH:34][CH:33]=1, predict the reaction product. The product is: [NH2:7][CH2:8][CH2:9][CH2:10][N:11]([CH2:16][C:17]1[CH:22]=[CH:21][CH:20]=[C:19]([C:23]2[CH:28]=[CH:27][N:26]=[C:25]([NH:40][CH2:39][CH2:38][C:35]3[CH:36]=[CH:37][C:32]([F:31])=[CH:33][CH:34]=3)[N:24]=2)[CH:18]=1)[S:12]([CH3:15])(=[O:13])=[O:14].